Dataset: HIV replication inhibition screening data with 41,000+ compounds from the AIDS Antiviral Screen. Task: Binary Classification. Given a drug SMILES string, predict its activity (active/inactive) in a high-throughput screening assay against a specified biological target. (1) The compound is CCOC(=O)CSC1NC(C(=O)OC)CC1OC. The result is 0 (inactive). (2) The drug is C#CCCCCC#Cc1ccccc1C(=O)C=[N+]=[N-]. The result is 0 (inactive). (3) The drug is COc1cccc2c1[OH+][U+2]1(=O)(=O)(O)(O)(O)[O+]=C(N)[N-][N+]1=C2. The result is 1 (active).